From a dataset of Reaction yield outcomes from USPTO patents with 853,638 reactions. Predict the reaction yield, written as a fraction of the theoretical maximum amount of product (1.0 means a 100% yield; for example, 0.34 means a 34% yield). (1) The reactants are [CH2:1]([O:4][C:5]1[C:13]([Br:14])=[CH:12][C:8]([C:9]([OH:11])=O)=[C:7]([Cl:15])[CH:6]=1)[CH:2]=[CH2:3].Cl.[CH3:17][NH:18][O:19][CH3:20].CCN=C=NCCCN(C)C.C1C=CC2N(O)N=NC=2C=1.CN1CCOCC1. The catalyst is C(Cl)Cl. The product is [CH2:1]([O:4][C:5]1[C:13]([Br:14])=[CH:12][C:8]([C:9]([N:18]([O:19][CH3:20])[CH3:17])=[O:11])=[C:7]([Cl:15])[CH:6]=1)[CH:2]=[CH2:3]. The yield is 0.950. (2) The reactants are Cl[CH2:2][CH2:3][O:4][C:5]1[CH:14]=[C:13]2[C:8]([C:9]([O:15][C:16]3[C:17]([C:24]4[CH:29]=[CH:28][CH:27]=[C:26]([CH3:30])[N:25]=4)=[N:18][C:19]([CH3:23])=[C:20]([CH3:22])[CH:21]=3)=[CH:10][CH:11]=[N:12]2)=[CH:7][C:6]=1[O:31][CH3:32].C(=O)([O-])[O-].[K+].[K+].[NH2:39][CH2:40][CH2:41][OH:42]. The catalyst is CN(C)C=O. The product is [CH3:32][O:31][C:6]1[CH:7]=[C:8]2[C:13](=[CH:14][C:5]=1[O:4][CH2:3][CH2:2][NH:39][CH2:40][CH2:41][OH:42])[N:12]=[CH:11][CH:10]=[C:9]2[O:15][C:16]1[C:17]([C:24]2[CH:29]=[CH:28][CH:27]=[C:26]([CH3:30])[N:25]=2)=[N:18][C:19]([CH3:23])=[C:20]([CH3:22])[CH:21]=1. The yield is 0.640.